Dataset: Full USPTO retrosynthesis dataset with 1.9M reactions from patents (1976-2016). Task: Predict the reactants needed to synthesize the given product. (1) Given the product [CH2:19]([O:26][C:27](=[O:41])[NH:28][CH2:29][CH2:30][CH2:31][NH:32][C:33]1[C:38](/[CH:6]=[CH:7]\[O:8][CH2:9][CH3:10])=[CH:37][N:36]=[C:35]([Cl:40])[N:34]=1)[C:20]1[CH:21]=[CH:22][CH:23]=[CH:24][CH:25]=1, predict the reactants needed to synthesize it. The reactants are: C([Sn](CCCC)(CCCC)/[CH:6]=[CH:7]\[O:8][CH2:9][CH3:10])CCC.[CH2:19]([O:26][C:27](=[O:41])[NH:28][CH2:29][CH2:30][CH2:31][NH:32][C:33]1[C:38](Br)=[CH:37][N:36]=[C:35]([Cl:40])[N:34]=1)[C:20]1[CH:25]=[CH:24][CH:23]=[CH:22][CH:21]=1. (2) Given the product [CH:1]1([NH:5][C:34]([C@@H:33]([NH:32][C:30]([C:28]2[CH:27]=[CH:26][C:25]3[N:21]([CH:18]([CH2:19][CH3:20])[CH2:16][CH3:17])[C:22]([CH2:41][C:42]4[S:43][CH:44]=[CH:45][CH:46]=4)=[N:23][C:24]=3[CH:29]=2)=[O:31])[CH2:37][CH:38]([CH3:39])[CH3:40])=[O:35])[CH2:4][CH2:3][CH2:2]1, predict the reactants needed to synthesize it. The reactants are: [CH:1]1([NH2:5])[CH2:4][CH2:3][CH2:2]1.C1C=NC2N(O)N=NC=2C=1.[CH2:16]([CH:18]([N:21]1[C:25]2[CH:26]=[CH:27][C:28]([C:30]([NH:32][C@@H:33]([CH2:37][CH:38]([CH3:40])[CH3:39])[C:34](O)=[O:35])=[O:31])=[CH:29][C:24]=2[N:23]=[C:22]1[CH2:41][C:42]1[S:43][CH:44]=[CH:45][CH:46]=1)[CH2:19][CH3:20])[CH3:17].CCN(C(C)C)C(C)C.C1CN([P+](Br)(N2CCCC2)N2CCCC2)CC1.F[P-](F)(F)(F)(F)F. (3) The reactants are: [C:1]([O:5][C:6](=[O:30])[NH:7][CH2:8][CH:9]([N:19]1C(=O)C2C(=CC=CC=2)C1=O)[CH2:10][O:11][C:12]1[CH:17]=[CH:16][C:15]([F:18])=[CH:14][CH:13]=1)([CH3:4])([CH3:3])[CH3:2].CN. Given the product [C:1]([O:5][C:6](=[O:30])[NH:7][CH2:8][CH:9]([NH2:19])[CH2:10][O:11][C:12]1[CH:13]=[CH:14][C:15]([F:18])=[CH:16][CH:17]=1)([CH3:4])([CH3:2])[CH3:3], predict the reactants needed to synthesize it. (4) Given the product [Cl:36][C:31]1[CH:30]=[C:29]([CH2:28][C@@H:27]([NH:26][C:24]([O:23][C:20]([CH3:22])([CH3:21])[CH3:19])=[O:25])[C:37]([N:16]2[CH2:17][CH2:18][N:13]([C:8]3[CH:9]=[CH:10][CH:11]=[CH:12][C:7]=3[NH:6][S:3]([CH3:2])(=[O:4])=[O:5])[CH2:14][CH2:15]2)=[O:38])[CH:34]=[CH:33][C:32]=1[Cl:35].[Cl:36][C:31]1[CH:30]=[C:29]([CH2:28][C@@H:27]([NH:26][C:24]([C@@H:46]2[CH2:48][C:56]3[C:45](=[CH:58][CH:53]=[CH:54][CH:55]=3)[CH2:43][NH:42]2)=[O:25])[C:37]([N:16]2[CH2:17][CH2:18][N:13]([C:8]3[CH:9]=[CH:10][CH:11]=[CH:12][C:7]=3[NH:6][S:3]([CH3:2])(=[O:4])=[O:5])[CH2:14][CH2:15]2)=[O:39])[CH:34]=[CH:33][C:32]=1[Cl:35], predict the reactants needed to synthesize it. The reactants are: Cl.[CH3:2][S:3]([NH:6][C:7]1[CH:12]=[CH:11][CH:10]=[CH:9][C:8]=1[N:13]1[CH2:18][CH2:17][NH:16][CH2:15][CH2:14]1)(=[O:5])=[O:4].[CH3:19][C:20]([O:23][C:24]([NH:26][C@@H:27]([C:37]([OH:39])=[O:38])[CH2:28][C:29]1[CH:34]=[CH:33][C:32]([Cl:35])=[C:31]([Cl:36])[CH:30]=1)=[O:25])([CH3:22])[CH3:21].CC[N:42]([CH:46]([CH3:48])C)[CH:43]([CH3:45])C.C(Cl)CCl.[CH:53]1[CH:58]=N[C:56]2N(O)N=N[C:55]=2[CH:54]=1.